This data is from Full USPTO retrosynthesis dataset with 1.9M reactions from patents (1976-2016). The task is: Predict the reactants needed to synthesize the given product. (1) Given the product [C:1]([C:4]1[C:22](=[O:23])[C@@:8]2([CH3:24])[C:9]3[C:15]([OH:16])=[CH:14][C:13]([O:17][CH3:18])=[C:12]([C:19]([NH:21][CH2:35][C:34]4[C:37]([CH3:39])=[CH:38][C:31]([CH2:30][O:29][C:28]5[CH:42]=[CH:43][C:44]([Cl:46])=[CH:45][C:27]=5[Cl:26])=[C:32]([CH3:41])[C:33]=4[CH3:40])=[O:20])[C:10]=3[O:11][C:7]2=[CH:6][C:5]=1[OH:25])(=[O:3])[CH3:2], predict the reactants needed to synthesize it. The reactants are: [C:1]([C:4]1[C:22](=[O:23])[C@@:8]2([CH3:24])[C:9]3[C:15]([OH:16])=[CH:14][C:13]([O:17][CH3:18])=[C:12]([C:19]([NH2:21])=[O:20])[C:10]=3[O:11][C:7]2=[CH:6][C:5]=1[OH:25])(=[O:3])[CH3:2].[Cl:26][C:27]1[CH:45]=[C:44]([Cl:46])[CH:43]=[CH:42][C:28]=1[O:29][CH2:30][C:31]1[CH:38]=[C:37]([CH3:39])[C:34]([CH:35]=O)=[C:33]([CH3:40])[C:32]=1[CH3:41].C([SiH](CC)CC)C.FC(F)(F)C(O)=O. (2) The reactants are: Cl[C:2]1[CH:7]=[C:6]([O:8][CH2:9][C:10]#[C:11][CH2:12][CH3:13])[N:5]=[CH:4][N:3]=1.[F:14][C:15]([F:23])([F:22])[CH:16]1[CH2:21][CH2:20][CH2:19][NH:18][CH2:17]1. Given the product [CH2:9]([O:8][C:6]1[N:5]=[CH:4][N:3]=[C:2]([N:18]2[CH2:19][CH2:20][CH2:21][CH:16]([C:15]([F:23])([F:22])[F:14])[CH2:17]2)[CH:7]=1)[C:10]#[C:11][CH2:12][CH3:13], predict the reactants needed to synthesize it. (3) Given the product [C:12]1([NH:11][C:2](=[O:9])[C:3]2[CH:8]=[CH:7][N:6]=[CH:5][CH:4]=2)[CH:17]=[CH:16][CH:15]=[CH:14][CH:13]=1, predict the reactants needed to synthesize it. The reactants are: Cl.[C:2](Cl)(=[O:9])[C:3]1[CH:8]=[CH:7][N:6]=[CH:5][CH:4]=1.[NH2:11][C:12]1[CH:17]=[CH:16][CH:15]=[CH:14][CH:13]=1.CCN(CC)CC.